This data is from Forward reaction prediction with 1.9M reactions from USPTO patents (1976-2016). The task is: Predict the product of the given reaction. (1) Given the reactants [CH:1]([N:4]1[CH2:9][CH2:8][N:7]([C:10]([C:12]2[CH:13]=[C:14]3[C:18](=[CH:19][CH:20]=2)[NH:17][C:16]([C:21]([OH:23])=O)=[CH:15]3)=[O:11])[CH2:6][CH2:5]1)([CH3:3])[CH3:2].Cl.F[B-](F)(F)F.N1(OC(N(C)C)=[N+](C)C)C2C=CC=CC=2N=N1.[CH2:47]1[C:56]2[C:51](=[CH:52][CH:53]=[CH:54][CH:55]=2)[CH2:50][CH2:49][NH:48]1.C(N(CC)C(C)C)(C)C, predict the reaction product. The product is: [CH2:47]1[C:56]2[C:51](=[CH:52][CH:53]=[CH:54][CH:55]=2)[CH2:50][CH2:49][N:48]1[C:21]([C:16]1[NH:17][C:18]2[C:14]([CH:15]=1)=[CH:13][C:12]([C:10]([N:7]1[CH2:6][CH2:5][N:4]([CH:1]([CH3:3])[CH3:2])[CH2:9][CH2:8]1)=[O:11])=[CH:20][CH:19]=2)=[O:23]. (2) Given the reactants C([O:8][C:9]1[CH:14]=[CH:13][C:12]([CH2:15][OH:16])=[CH:11][C:10]=1[CH:17]([C:27]1[CH:32]=[CH:31][CH:30]=[CH:29][CH:28]=1)[CH2:18][CH2:19][N:20]([CH:24]([CH3:26])[CH3:25])[CH:21]([CH3:23])[CH3:22])C1C=CC=CC=1.CO, predict the reaction product. The product is: [CH:24]([N:20]([CH:21]([CH3:23])[CH3:22])[CH2:19][CH2:18][CH:17]([C:10]1[CH:11]=[C:12]([CH2:15][OH:16])[CH:13]=[CH:14][C:9]=1[OH:8])[C:27]1[CH:32]=[CH:31][CH:30]=[CH:29][CH:28]=1)([CH3:26])[CH3:25]. (3) Given the reactants [CH3:1][O:2][C:3](=[O:14])[C:4]1[CH:9]=[C:8]([NH2:10])[C:7]([NH:11][CH3:12])=[CH:6][C:5]=1[F:13].[NH2:15][C:16]1[S:17][C:18]2[CH:24]=[C:23]([O:25][C:26]([F:29])([F:28])[F:27])[CH:22]=[CH:21][C:19]=2[N:20]=1.[C:30](N1C=CN=C1)(N1C=CN=C1)=S, predict the reaction product. The product is: [CH3:1][O:2][C:3]([C:4]1[C:5]([F:13])=[CH:6][C:7]2[N:11]([CH3:30])[C:12]([NH:15][C:16]3[S:17][C:18]4[CH:24]=[C:23]([O:25][C:26]([F:29])([F:27])[F:28])[CH:22]=[CH:21][C:19]=4[N:20]=3)=[N:10][C:8]=2[CH:9]=1)=[O:14]. (4) The product is: [Br:1][C:10]1[C:11]2[C:12](=[N:13][CH:14]=[C:15]([C:17]3[CH:18]=[N:19][CH:20]=[CH:21][CH:22]=3)[CH:16]=2)[N:8]([Si:7]([C:3]([CH3:6])([CH3:5])[CH3:4])([CH3:24])[CH3:23])[CH:9]=1. Given the reactants [Br:1]Br.[C:3]([Si:7]([CH3:24])([CH3:23])[N:8]1[C:12]2=[N:13][CH:14]=[C:15]([C:17]3[CH:18]=[N:19][CH:20]=[CH:21][CH:22]=3)[CH:16]=[C:11]2[CH:10]=[CH:9]1)([CH3:6])([CH3:5])[CH3:4].N1C=CC=CC=1.C(=O)(O)[O-].[Na+].S([O-])([O-])(=O)=S.[Na+].[Na+], predict the reaction product. (5) Given the reactants [CH2:1]([N:8]1[CH2:13][CH2:12][N:11]([C:14]([O:16][C:17]([CH3:20])([CH3:19])[CH3:18])=[O:15])[C@H:10]([CH2:21][CH2:22][OH:23])[CH2:9]1)[C:2]1[CH:7]=[CH:6][CH:5]=[CH:4][CH:3]=1.[H-].[Na+].Br[CH2:27][CH:28]1[CH2:30][CH2:29]1, predict the reaction product. The product is: [CH2:1]([N:8]1[CH2:13][CH2:12][N:11]([C:14]([O:16][C:17]([CH3:18])([CH3:19])[CH3:20])=[O:15])[C@H:10]([CH2:21][CH2:22][O:23][CH2:27][CH:28]2[CH2:30][CH2:29]2)[CH2:9]1)[C:2]1[CH:7]=[CH:6][CH:5]=[CH:4][CH:3]=1. (6) Given the reactants Br[C:2]1[C:7]([CH3:8])=[CH:6][CH:5]=[C:4]([C:9]#[N:10])[N:3]=1.[CH2:11]([OH:18])[C:12]1[CH:17]=[CH:16][CH:15]=[CH:14][CH:13]=1.[H-].[Na+], predict the reaction product. The product is: [CH2:11]([O:18][C:2]1[C:7]([CH3:8])=[CH:6][CH:5]=[C:4]([C:9]#[N:10])[N:3]=1)[C:12]1[CH:17]=[CH:16][CH:15]=[CH:14][CH:13]=1.